Dataset: Catalyst prediction with 721,799 reactions and 888 catalyst types from USPTO. Task: Predict which catalyst facilitates the given reaction. (1) Reactant: [Cl:1][C:2]1[CH:23]=[CH:22][C:5]([O:6][CH2:7][CH2:8][CH2:9][CH2:10][CH2:11][O:12][C:13]2[CH:21]=[CH:20][CH:19]=[C:18]3[C:14]=2[CH:15]=[CH:16][NH:17]3)=[CH:4][CH:3]=1.C([BH3-])#N.[Na+].C(=O)(O)[O-].[Na+]. Product: [Cl:1][C:2]1[CH:23]=[CH:22][C:5]([O:6][CH2:7][CH2:8][CH2:9][CH2:10][CH2:11][O:12][C:13]2[CH:21]=[CH:20][CH:19]=[C:18]3[C:14]=2[CH2:15][CH2:16][NH:17]3)=[CH:4][CH:3]=1. The catalyst class is: 15. (2) Reactant: [Si:1]([O:8][CH2:9][C:10]([CH3:29])([O:12][C:13]1[CH:18]=[CH:17][C:16]([N+:19]([O-])=O)=[CH:15][C:14]=1[N:22]1[C:26](=[O:27])[N:25]([CH3:28])[N:24]=[N:23]1)[CH3:11])([C:4]([CH3:7])([CH3:6])[CH3:5])([CH3:3])[CH3:2].CCO.CC1C=C2N=C3C(=NC(NC3=O)=O)N(C[C@H](O)[C@H](O)[C@H](O)CO)C2=CC=1C. Product: [NH2:19][C:16]1[CH:17]=[CH:18][C:13]([O:12][C:10]([CH3:29])([CH3:11])[CH2:9][O:8][Si:1]([C:4]([CH3:7])([CH3:6])[CH3:5])([CH3:3])[CH3:2])=[C:14]([N:22]2[C:26](=[O:27])[N:25]([CH3:28])[N:24]=[N:23]2)[CH:15]=1. The catalyst class is: 522. (3) Product: [CH2:13]([O:15][Si:16]([O:20][CH2:21][CH3:22])([O:17][CH2:18][CH3:19])[CH2:2][CH2:1][CH:3]1[CH2:8][CH2:7][CH:6]([CH2:9][CH2:10][Si:16]([O:20][CH2:21][CH3:22])([O:17][CH2:18][CH3:19])[O:15][CH2:13][CH3:14])[CH2:5][CH:4]1[CH:11]=[CH2:12])[CH3:14]. The catalyst class is: 553. Reactant: [CH:1]([CH:3]1[CH2:8][CH2:7][CH:6]([CH:9]=[CH2:10])[CH2:5][CH:4]1[CH:11]=[CH2:12])=[CH2:2].[CH2:13]([O:15][SiH:16]([O:20][CH2:21][CH3:22])[O:17][CH2:18][CH3:19])[CH3:14].